From a dataset of NCI-60 drug combinations with 297,098 pairs across 59 cell lines. Regression. Given two drug SMILES strings and cell line genomic features, predict the synergy score measuring deviation from expected non-interaction effect. (1) Drug 1: CC1C(C(CC(O1)OC2CC(CC3=C2C(=C4C(=C3O)C(=O)C5=C(C4=O)C(=CC=C5)OC)O)(C(=O)CO)O)N)O.Cl. Drug 2: CC(C)(C#N)C1=CC(=CC(=C1)CN2C=NC=N2)C(C)(C)C#N. Cell line: MDA-MB-231. Synergy scores: CSS=13.7, Synergy_ZIP=-7.70, Synergy_Bliss=-2.21, Synergy_Loewe=-10.5, Synergy_HSA=-5.83. (2) Drug 1: CC1C(C(=O)NC(C(=O)N2CCCC2C(=O)N(CC(=O)N(C(C(=O)O1)C(C)C)C)C)C(C)C)NC(=O)C3=C4C(=C(C=C3)C)OC5=C(C(=O)C(=C(C5=N4)C(=O)NC6C(OC(=O)C(N(C(=O)CN(C(=O)C7CCCN7C(=O)C(NC6=O)C(C)C)C)C)C(C)C)C)N)C. Drug 2: CCN(CC)CCCC(C)NC1=C2C=C(C=CC2=NC3=C1C=CC(=C3)Cl)OC. Cell line: EKVX. Synergy scores: CSS=14.8, Synergy_ZIP=-5.24, Synergy_Bliss=-2.22, Synergy_Loewe=-3.89, Synergy_HSA=-3.63. (3) Drug 1: C1=CC(=CC=C1CC(C(=O)O)N)N(CCCl)CCCl.Cl. Drug 2: CC1=C(C(=CC=C1)Cl)NC(=O)C2=CN=C(S2)NC3=CC(=NC(=N3)C)N4CCN(CC4)CCO. Cell line: NCI-H322M. Synergy scores: CSS=21.7, Synergy_ZIP=-4.09, Synergy_Bliss=2.41, Synergy_Loewe=-11.5, Synergy_HSA=-1.09.